This data is from Catalyst prediction with 721,799 reactions and 888 catalyst types from USPTO. The task is: Predict which catalyst facilitates the given reaction. (1) Reactant: [CH3:1][N:2]1[CH:7]=[CH:6][C:5]([C:8]([O:10]C)=[O:9])=[CH:4][C:3]1=[O:12]. Product: [CH3:1][N:2]1[CH:7]=[CH:6][C:5]([C:8]([OH:10])=[O:9])=[CH:4][C:3]1=[O:12]. The catalyst class is: 24. (2) Reactant: [Br:1][C:2]1[CH:3]=[C:4]2[C:14]3([CH2:18][S:17][C:16]([NH2:19])=[N:15]3)[C:10]3([CH2:13][O:12][CH2:11]3)[CH2:9][O:8][C:5]2=[CH:6][CH:7]=1.[C:20](O[C:20]([O:22][C:23]([CH3:26])([CH3:25])[CH3:24])=[O:21])([O:22][C:23]([CH3:26])([CH3:25])[CH3:24])=[O:21]. Product: [Br:1][C:2]1[CH:3]=[C:4]2[C:14]3([CH2:18][S:17][C:16]([N:19]([C:20]([O:22][C:23]([CH3:26])([CH3:25])[CH3:24])=[O:21])[C:20]([O:22][C:23]([CH3:26])([CH3:25])[CH3:24])=[O:21])=[N:15]3)[C:10]3([CH2:11][O:12][CH2:13]3)[CH2:9][O:8][C:5]2=[CH:6][CH:7]=1. The catalyst class is: 527. (3) Reactant: Br[C:2]1[CH:19]=[CH:18][C:5]([NH:6][C:7]2[C:11]3[CH:12]=[CH:13][CH:14]=[CH:15][C:10]=3[S:9](=[O:17])(=[O:16])[N:8]=2)=[CH:4][CH:3]=1.[B:20]1([B:20]2[O:24][C:23]([CH3:26])([CH3:25])[C:22]([CH3:28])([CH3:27])[O:21]2)[O:24][C:23]([CH3:26])([CH3:25])[C:22]([CH3:28])([CH3:27])[O:21]1.ClCCl.C([O-])(=O)C.[K+]. Product: [CH3:27][C:22]1([CH3:28])[C:23]([CH3:26])([CH3:25])[O:24][B:20]([C:2]2[CH:19]=[CH:18][C:5]([NH:6][C:7]3[C:11]4[CH:12]=[CH:13][CH:14]=[CH:15][C:10]=4[S:9](=[O:17])(=[O:16])[N:8]=3)=[CH:4][CH:3]=2)[O:21]1. The catalyst class is: 9. (4) Reactant: N12[CH2:8][CH2:7][CH:4](CC1)[C@@H:3]([O:9][C:10](=[O:26])[C@H:11]([NH:18][C:19]1[CH:24]=[CH:23][C:22]([F:25])=[CH:21][CH:20]=1)[C:12]1[CH:17]=[CH:16][CH:15]=[CH:14][CH:13]=1)C2.[Cl:27][CH2:28][C:29]([C:31]1[S:32][CH:33]=[CH:34][CH:35]=1)=[O:30]. Product: [Cl-:27].[F:25][C:22]1[CH:21]=[CH:20][C:19]([NH:18][CH:11]([C:12]2[CH:13]=[CH:14][CH:15]=[CH:16][CH:17]=2)[C:10](=[O:26])[O:9][C@@H:3]2[CH2:4][CH:7]3[CH2:8][CH2:19][N+:18]2([CH2:28][C:29](=[O:30])[C:31]2[S:32][CH:33]=[CH:34][CH:35]=2)[CH2:11][CH2:10]3)=[CH:24][CH:23]=1. The catalyst class is: 23. (5) Reactant: [CH:1]([O:4][C:5]1[CH:6]=[C:7]([CH:20]=[C:21]([CH2:23][OH:24])[CH:22]=1)[C:8]([NH:10][C:11]1[CH:16]=[CH:15][C:14]([C:17]([OH:19])=[O:18])=[CH:13][N:12]=1)=[O:9])([CH3:3])[CH3:2].CC(OI1(OC(C)=O)(OC(C)=O)OC(=O)C2C=CC=CC1=2)=[O:27].C(=O)([O-])[O-].[K+].[K+]. Product: [CH:1]([O:4][C:5]1[CH:6]=[C:7]([CH:20]=[C:21]([C:23]([OH:27])=[O:24])[CH:22]=1)[C:8]([NH:10][C:11]1[CH:16]=[CH:15][C:14]([C:17]([OH:19])=[O:18])=[CH:13][N:12]=1)=[O:9])([CH3:3])[CH3:2]. The catalyst class is: 1. (6) Reactant: [NH2:1][CH2:2][CH2:3][C:4]([C:7]1[CH:12]=[CH:11][CH:10]=[CH:9][CH:8]=1)([OH:6])[CH3:5].Cl[C:14](Cl)([O:16]C(=O)OC(Cl)(Cl)Cl)Cl.CCN(CC)CC. Product: [CH3:5][C:4]1([C:7]2[CH:12]=[CH:11][CH:10]=[CH:9][CH:8]=2)[O:6][C:14](=[O:16])[NH:1][CH2:2][CH2:3]1. The catalyst class is: 34. (7) Reactant: [Cl:1][C:2]1[CH:3]=[C:4]([CH:16]=[CH:17][CH:18]=1)[O:5][CH2:6][C:7]([NH:9][CH:10]1[CH2:15][CH2:14][NH:13][CH2:12][CH2:11]1)=[O:8].[CH:19]([C:21]1[CH:25]=[CH:24][N:23]([C:26]2[CH:33]=[CH:32][C:29]([C:30]#[N:31])=[CH:28][CH:27]=2)[CH:22]=1)=O. Product: [Cl:1][C:2]1[CH:3]=[C:4]([CH:16]=[CH:17][CH:18]=1)[O:5][CH2:6][C:7]([NH:9][CH:10]1[CH2:15][CH2:14][N:13]([CH2:19][C:21]2[CH:25]=[CH:24][N:23]([C:26]3[CH:33]=[CH:32][C:29]([C:30]#[N:31])=[CH:28][CH:27]=3)[CH:22]=2)[CH2:12][CH2:11]1)=[O:8]. The catalyst class is: 2. (8) Reactant: [OH-].[K+].[O:3]1[CH2:8][CH2:7][C:6](=O)[CH2:5][CH2:4]1.[O:10]=[C:11]([CH3:19])[CH2:12]P(=O)(OC)OC. Product: [O:3]1[CH2:8][CH2:7][C:6](=[CH:12][C:11](=[O:10])[CH3:19])[CH2:5][CH2:4]1. The catalyst class is: 97. (9) Reactant: [CH3:1][O:2][C:3](=[O:31])[NH:4][CH:5]([C:9]([N:11]1[CH2:15][CH:14]([CH2:16][O:17][CH3:18])[CH2:13][CH:12]1[C:19]1[NH:20][C:21]([C:24]2[CH:29]=[CH:28][C:27](Br)=[CH:26][CH:25]=2)=[CH:22][N:23]=1)=[O:10])[CH:6]([CH3:8])[CH3:7].[B:32]1([B:32]2[O:36][C:35]([CH3:38])([CH3:37])[C:34]([CH3:40])([CH3:39])[O:33]2)[O:36][C:35]([CH3:38])([CH3:37])[C:34]([CH3:40])([CH3:39])[O:33]1.CC([O-])=O.[K+]. Product: [CH3:1][O:2][C:3](=[O:31])[NH:4][CH:5]([C:9]([N:11]1[CH2:15][CH:14]([CH2:16][O:17][CH3:18])[CH2:13][CH:12]1[C:19]1[NH:20][C:21]([C:24]2[CH:29]=[CH:28][C:27]([B:32]3[O:36][C:35]([CH3:38])([CH3:37])[C:34]([CH3:40])([CH3:39])[O:33]3)=[CH:26][CH:25]=2)=[CH:22][N:23]=1)=[O:10])[CH:6]([CH3:8])[CH3:7]. The catalyst class is: 75.